Dataset: Forward reaction prediction with 1.9M reactions from USPTO patents (1976-2016). Task: Predict the product of the given reaction. (1) The product is: [C:42]([C:39]1[C:40](=[O:41])[N:35]([CH2:26][CH:27]=[CH:28][C:29]2[CH:34]=[CH:33][CH:32]=[CH:31][CH:30]=2)[N:36]=[C:37]([C:46]2[CH:51]=[CH:50][C:49]([F:52])=[C:48]([CH3:53])[CH:47]=2)[CH:38]=1)([OH:44])=[O:43]. Given the reactants FC1C=C(F)C=CC=1C1C=C(COS(C)(=O)=O)C(=O)N(CC(C)C)N=1.[CH2:26]([N:35]1[C:40](=[O:41])[C:39]([C:42]([O:44]C)=[O:43])=[CH:38][C:37]([C:46]2[CH:51]=[CH:50][C:49]([F:52])=[C:48]([CH3:53])[CH:47]=2)=[N:36]1)[CH:27]=[CH:28][C:29]1[CH:34]=[CH:33][CH:32]=[CH:31][CH:30]=1, predict the reaction product. (2) The product is: [F:46][C:47]([F:52])([F:51])[C:48]([OH:50])=[O:49].[F:46][C:47]([F:52])([F:51])[C:48]([OH:50])=[O:49].[Cl:36][C:37]1[CH:38]=[C:39]([CH:40]=[CH:41][CH:42]=1)[CH2:43][CH2:44][NH:45][CH2:10][CH2:9][C:8]([N:7]([CH:1]1[CH2:2][CH2:3][CH2:4][CH2:5][CH2:6]1)[CH2:12][CH2:13][NH:14][CH2:22][CH2:23][C:24]1[C:29]2[O:30][CH2:31][C:32](=[O:34])[NH:33][C:28]=2[C:27]([OH:35])=[CH:26][CH:25]=1)=[O:11]. Given the reactants [CH:1]1([N:7]([CH2:12][CH2:13][N:14]([CH2:22][CH2:23][C:24]2[C:29]3[O:30][CH2:31][C:32](=[O:34])[NH:33][C:28]=3[C:27]([OH:35])=[CH:26][CH:25]=2)C(=O)OC(C)(C)C)[C:8](=[O:11])[CH:9]=[CH2:10])[CH2:6][CH2:5][CH2:4][CH2:3][CH2:2]1.[Cl:36][C:37]1[CH:38]=[C:39]([CH2:43][CH2:44][NH2:45])[CH:40]=[CH:41][CH:42]=1.[F:46][C:47]([F:52])([F:51])[C:48]([OH:50])=[O:49], predict the reaction product. (3) The product is: [C:1](=[O:9])([O:2][CH:3]([I:10])[CH3:4])[S:6][CH2:7][CH3:8]. Given the reactants [C:1](=[O:9])([S:6][CH2:7][CH3:8])[O:2][CH:3](Cl)[CH3:4].[I-:10].[Na+].C1OCCOCCOCCOCCOCCOC1.C(OCC)(=O)C, predict the reaction product. (4) Given the reactants [CH3:1][C:2]([S:5]([N:7]=[C:8]1[CH2:11][O:10][CH2:9]1)=[O:6])([CH3:4])[CH3:3].[F-].C[N+](C)(C)C.C[Si](C)(C)[C:20]([F:23])([F:22])[F:21], predict the reaction product. The product is: [CH3:4][C:2]([S:5]([NH:7][C:8]1([C:20]([F:23])([F:22])[F:21])[CH2:11][O:10][CH2:9]1)=[O:6])([CH3:1])[CH3:3]. (5) Given the reactants [NH:1]1[CH2:6][CH2:5][O:4][CH2:3][CH2:2]1.[H-].[Na+].Cl[C:10]1[CH:15]=[CH:14][C:13]([N+:16]([O-:18])=[O:17])=[CH:12][N:11]=1, predict the reaction product. The product is: [N+:16]([C:13]1[CH:14]=[CH:15][C:10]([N:1]2[CH2:6][CH2:5][O:4][CH2:3][CH2:2]2)=[N:11][CH:12]=1)([O-:18])=[O:17]. (6) Given the reactants CS(O[CH2:6][C:7]1[CH:11]=[C:10]([C:12]2[N:17]=[CH:16][CH:15]=[CH:14][N:13]=2)[O:9][N:8]=1)(=O)=O.[Br-:18].[Li+].O, predict the reaction product. The product is: [Br:18][CH2:6][C:7]1[CH:11]=[C:10]([C:12]2[N:17]=[CH:16][CH:15]=[CH:14][N:13]=2)[O:9][N:8]=1.